This data is from Full USPTO retrosynthesis dataset with 1.9M reactions from patents (1976-2016). The task is: Predict the reactants needed to synthesize the given product. (1) The reactants are: [CH3:1][O:2][C:3]1[CH:4]=[C:5]2[C:10](=[CH:11][C:12]=1[O:13][CH3:14])[N:9]=[CH:8][CH:7]=[C:6]2[O:15][C:16]1[C:22]([CH3:23])=[CH:21][C:19]([NH2:20])=[C:18]([CH3:24])[CH:17]=1.Cl[C:26](Cl)([O:28]C(=O)OC(Cl)(Cl)Cl)Cl.[CH3:37][CH:38]([OH:44])[CH2:39][CH2:40][CH2:41][CH2:42][CH3:43].C(=O)(O)[O-].[Na+]. Given the product [CH3:1][O:2][C:3]1[CH:4]=[C:5]2[C:10](=[CH:11][C:12]=1[O:13][CH3:14])[N:9]=[CH:8][CH:7]=[C:6]2[O:15][C:16]1[C:22]([CH3:23])=[CH:21][C:19]([NH:20][C:26](=[O:28])[O:44][CH:38]([CH3:37])[CH2:39][CH2:40][CH2:41][CH2:42][CH3:43])=[C:18]([CH3:24])[CH:17]=1, predict the reactants needed to synthesize it. (2) The reactants are: Br[C:2]1[CH:7]=[C:6]([C:8]([CH3:11])([CH3:10])[CH3:9])[CH:5]=[C:4]([C:12]([CH3:15])([CH3:14])[CH3:13])[CH:3]=1.C([Li])CCC.CCCCCC.[B:27](OC)([O:30]C)[O:28]C.Cl. Given the product [C:12]([C:4]1[CH:3]=[C:2]([B:27]([OH:30])[OH:28])[CH:7]=[C:6]([C:8]([CH3:11])([CH3:10])[CH3:9])[CH:5]=1)([CH3:15])([CH3:14])[CH3:13], predict the reactants needed to synthesize it. (3) Given the product [C:1]([O:5][C:6]([NH:8][C:9]([CH2:10][OH:11])([CH2:13][CH2:14][CH:15]=[CH2:16])[C:17]([O:19][CH2:20][CH3:21])=[O:18])=[O:7])([CH3:2])([CH3:4])[CH3:3], predict the reactants needed to synthesize it. The reactants are: [C:1]([O:5][C:6]([NH:8][C:9]([C:17]([O:19][CH2:20][CH3:21])=[O:18])([CH2:13][CH2:14][CH:15]=[CH2:16])[C:10](O)=[O:11])=[O:7])([CH3:4])([CH3:3])[CH3:2].C(N(CC)CC)C.ClC(OCC)=O.[BH4-].[Na+]. (4) Given the product [O:11]1[CH:15]=[CH:14][CH:13]=[C:12]1[CH:16]=[CH:1][C:2]([C:4]1[CH:9]=[CH:8][C:7]([I:10])=[CH:6][CH:5]=1)=[O:3], predict the reactants needed to synthesize it. The reactants are: [CH3:1][C:2]([C:4]1[CH:9]=[CH:8][C:7]([I:10])=[CH:6][CH:5]=1)=[O:3].[O:11]1[CH:15]=[CH:14][CH:13]=[C:12]1[CH:16]=O.[OH-].[K+]. (5) Given the product [Cl:22][C:23]1[CH:24]=[C:25]([S:30]([N:33]([CH2:50][P:51](=[O:58])([O:52][CH2:53][CH3:54])[O:55][CH2:56][CH3:57])[C:34]2[C:43]3[C:38](=[CH:39][CH:40]=[CH:41][CH:42]=3)[CH:37]=[CH:36][C:35]=2[C:44]#[CH:45])(=[O:31])=[O:32])[CH:26]=[C:27]([Cl:29])[CH:28]=1, predict the reactants needed to synthesize it. The reactants are: CCCC[N+](CCCC)(CCCC)CCCC.O.O.O.[F-].[Cl:22][C:23]1[CH:24]=[C:25]([S:30]([N:33]([CH2:50][P:51](=[O:58])([O:55][CH2:56][CH3:57])[O:52][CH2:53][CH3:54])[C:34]2[C:43]3[C:38](=[CH:39][CH:40]=[CH:41][CH:42]=3)[CH:37]=[CH:36][C:35]=2[C:44]#[C:45][Si](C)(C)C)(=[O:32])=[O:31])[CH:26]=[C:27]([Cl:29])[CH:28]=1.O. (6) Given the product [NH2:1][C:2]1[N:7]2[N:8]=[C:9]([C:11]3[O:12][CH:13]=[CH:14][CH:15]=3)[N:10]=[C:6]2[CH:5]=[C:4]([CH:16]2[CH2:17][CH2:18][NH:19][CH2:20][CH2:21]2)[N:3]=1, predict the reactants needed to synthesize it. The reactants are: [NH2:1][C:2]1[N:7]2[N:8]=[C:9]([C:11]3[O:12][CH:13]=[CH:14][CH:15]=3)[N:10]=[C:6]2[CH:5]=[C:4]([C:16]2[CH2:17][CH2:18][NH:19][CH2:20][CH:21]=2)[N:3]=1.[H][H].